The task is: Binary Classification. Given a miRNA mature sequence and a target amino acid sequence, predict their likelihood of interaction.. This data is from Experimentally validated miRNA-target interactions with 360,000+ pairs, plus equal number of negative samples. (1) The miRNA is mmu-miR-1894-5p with sequence CUCUCCCCUACCACCUGCCUCU. The protein sequence of the target gene is MTAGSVCAPQIIPLRVPQPGKANHEIDTNTLLEMKSDTPDVNIYYTLDGSKPDFLKKVGSGENNTFKYVKPITLPDGKIQVKAVAVSKDCRQSGIVTKVFQVDYEPPKMVSSEDNVEDALKGFSKQELKNGFVGPKLRKKYKNAENKSTWNVNLRRLADLKVGERADPKTLKDLRFAESPLEIPAYHEGASARLPTHQAQSPGFAHITGQKSLTSTEIMRIQRETDFLKCAHCLASRPSDPFARFCHECGAPVPPIFGYRLPPPEGAQMGLCAECGSMVPMNTPICVVCEAPLAPQLRPQ.... Result: 1 (interaction). (2) The miRNA is hsa-miR-6132 with sequence AGCAGGGCUGGGGAUUGCA. The protein sequence of the target gene is MAAIRMGKLTTMPAGLIYASVSVHAAKQEESKKQLVKPEQLPIYTAPPLQSKYVEEQPGHLQMGFASIRTATGCYIGWCKGVYVFVKNGIMDTVQFGKDAYVYLKNPPRDFLPKMGVITVSGLAGLVSARKGSKFKKITYPLGLATLGATVCYPVQSVIIAKVTAKKVYATSQQIFGAVKSLWTKSSKEESLPKPKEKTKLGSSSEIEVPAKTTHVLKHSVPLPTELSSEAKTKSESTSGATQFMPDPKLMDHGQSHPEDIDMYSTRS. Result: 0 (no interaction). (3) The miRNA is mmu-miR-1907 with sequence GAGCAGCAGAGGAUCUGGAGGU. The protein sequence of the target gene is MERPLTVLQVSLYHPTQGPVAFAHVPQQLQHDASRLLVGRGQNTHLQLQLPQLSRYHLSLEPYLEKGSSLLAFCLKVLTRKSCVWVNGLPLRYLEQVPLGTINRISFSGIQMLVRKEGGASLETFVCYFHLSPSPLIYRPKAQETDE. Result: 1 (interaction). (4) The miRNA is hsa-miR-3150a-3p with sequence CUGGGGAGAUCCUCGAGGUUGG. The protein sequence of the target gene is MKIGSGFLSGGGGTGSSGGSGSGGGGSGGGGGGGSSGRRAEMEPTFPQGMVMFNHRLPPVTSFTRPAGSAAPPPQCVLSSSTSAAPAAEPPPPPAPDMTFKKEPAASAAAFPSQRTSWGFLQSLVSIKQEKPADPEEQQSHHHHHHHHYGGLFAGAEERSPGLGGGEGGSHGVIQDLSILHQHVQQQPAQHHRDVLLSSSSRTDDHHGTEEPKQDTNVKKAKRPKPESQGIKAKRKPSASSKPSLVGDGEGAILSPSQKPHICDHCSAAFRSSYHLRRHVLIHTGERPFQCSQCSMGFIQ.... Result: 1 (interaction). (5) The miRNA is mmu-miR-5128 with sequence CAAUUGGGGCUGGCGAGAUGGCU. The protein sequence of the target gene is MEDEEVAESWEEAADSGEIDRRLEKKLKITQKESRKSKSPPKVPIVIQDDSLPTGPPPQIRILKRPTSNGVVSSPNSTSRPALPVKSLAQREAEYAEARRRILGSASPEEEQEKPILDRPTRISQPEDSRQPSNVIRQPLGPDGSQGFKQRR. Result: 0 (no interaction).